From a dataset of Full USPTO retrosynthesis dataset with 1.9M reactions from patents (1976-2016). Predict the reactants needed to synthesize the given product. Given the product [CH:1]1([N:4]2[C:12]3[CH2:11][CH2:10][CH2:9][CH2:8][C:7]=3[C:6]3[C:13]([O:23][S:32]([C:35]([F:38])([F:37])[F:36])(=[O:33])=[O:31])=[C:14]([C:18]([O:20][CH2:21][CH3:22])=[O:19])[C:15]([CH3:17])=[N:16][C:5]2=3)[CH2:3][CH2:2]1, predict the reactants needed to synthesize it. The reactants are: [CH:1]1([N:4]2[C:12]3[CH2:11][CH2:10][CH2:9][CH2:8][C:7]=3[C:6]3[C:13]([OH:23])=[C:14]([C:18]([O:20][CH2:21][CH3:22])=[O:19])[C:15]([CH3:17])=[N:16][C:5]2=3)[CH2:3][CH2:2]1.CCN(CC)CC.[O:31](S(C(F)(F)F)(=O)=O)[S:32]([C:35]([F:38])([F:37])[F:36])(=O)=[O:33].